From a dataset of Forward reaction prediction with 1.9M reactions from USPTO patents (1976-2016). Predict the product of the given reaction. (1) Given the reactants [CH2:1]([O:8][C:9]([NH:11][C@H:12]([C:23]([OH:25])=[O:24])[CH2:13][C:14]1[C:22]2[C:17](=[CH:18][CH:19]=[CH:20][CH:21]=2)[NH:16][CH:15]=1)=[O:10])[C:2]1[CH:7]=[CH:6][CH:5]=[CH:4][CH:3]=1.CO.[CH2:28]1CCC(N=C=NC2CCCCC2)CC1, predict the reaction product. The product is: [CH3:28][O:24][C:23](=[O:25])[C@H:12]([CH2:13][C:14]1[C:22]2[C:17](=[CH:18][CH:19]=[CH:20][CH:21]=2)[NH:16][CH:15]=1)[NH:11][C:9]([O:8][CH2:1][C:2]1[CH:3]=[CH:4][CH:5]=[CH:6][CH:7]=1)=[O:10]. (2) Given the reactants [CH:1]1[C:2]([CH2:10][C@@H:11]([NH2:28])[CH2:12][C:13]([N:15]2[CH2:27][C:19]3=[N:20][N:21]=[C:22]([C:23]([F:26])([F:25])[F:24])[N:18]3[CH2:17][CH2:16]2)=[O:14])=[C:3]([F:9])[CH:4]=[C:5]([F:8])[C:6]=1[F:7].[CH3:29][S:30]([OH:33])(=[O:32])=[O:31], predict the reaction product. The product is: [CH:1]1[C:2]([CH2:10][C@@H:11]([NH2:28])[CH2:12][C:13]([N:15]2[CH2:27][C:19]3=[N:20][N:21]=[C:22]([C:23]([F:26])([F:25])[F:24])[N:18]3[CH2:17][CH2:16]2)=[O:14])=[C:3]([F:9])[CH:4]=[C:5]([F:8])[C:6]=1[F:7].[CH3:29][S:30]([O-:33])(=[O:32])=[O:31]. (3) Given the reactants [CH3:1][C:2]1[CH:7]=[CH:6][C:5]([OH:8])=[C:4]([N+:9]([O-:11])=[O:10])[CH:3]=1.[H-].[Na+].I[CH2:15][CH3:16], predict the reaction product. The product is: [CH2:15]([O:8][C:5]1[CH:6]=[CH:7][C:2]([CH3:1])=[CH:3][C:4]=1[N+:9]([O-:11])=[O:10])[CH3:16].